This data is from Full USPTO retrosynthesis dataset with 1.9M reactions from patents (1976-2016). The task is: Predict the reactants needed to synthesize the given product. (1) Given the product [N+:37]([C:40]1[CH:45]=[CH:44][CH:43]=[CH:42][C:41]=1[C:13]1([C:18]2[NH:22][C:21]3[CH:29]=[CH:30][C:31]([C:33]([OH:35])=[O:34])=[CH:32][C:20]=3[N:19]=2)[CH:12]=[CH:11][C:10]2[N:9]=[CH:8][CH:17]=[CH:16][C:15]=2[CH2:14]1)([O-:38])=[O:49], predict the reactants needed to synthesize it. The reactants are: BrC1C=CC(O)=C([C:8]2[CH:17]=[CH:16][C:15]3[C:10](=[CH:11][CH:12]=[C:13]([C:18]4[N:22](C5CCCCC5)[C:21]5[CH:29]=[CH:30][C:31]([C:33]([OH:35])=[O:34])=[CH:32][C:20]=5[N:19]=4)[CH:14]=3)[N:9]=2)C=1.[N+:37]([C:40]1[CH:45]=[CH:44][CH:43]=[CH:42][C:41]=1C(=O)C)([O-])=[O:38].[OH-:49].[K+]. (2) Given the product [Cl:1][C:2]1[N:7]=[N:6][C:5]([NH:8][CH3:9])=[C:4]([NH:10][C:24]([C:15]2[C:14]([S:13][CH2:11][CH3:12])=[CH:19][C:18]([C:20]([F:22])([F:23])[F:21])=[CH:17][N:16]=2)=[O:25])[CH:3]=1, predict the reactants needed to synthesize it. The reactants are: [Cl:1][C:2]1[N:7]=[N:6][C:5]([NH:8][CH3:9])=[C:4]([NH2:10])[CH:3]=1.[CH2:11]([S:13][C:14]1[C:15]([C:24](O)=[O:25])=[N:16][CH:17]=[C:18]([C:20]([F:23])([F:22])[F:21])[CH:19]=1)[CH3:12].CCN=C=NCCCN(C)C.Cl. (3) The reactants are: O[CH:2]([C:4]1[CH:5]=[CH:6][C:7]([CH3:18])=[C:8]([NH:10][C:11](=[O:17])[O:12][C:13]([CH3:16])([CH3:15])[CH3:14])[CH:9]=1)[CH3:3]. Given the product [CH2:2]([C:4]1[CH:5]=[CH:6][C:7]([CH3:18])=[C:8]([NH:10][C:11](=[O:17])[O:12][C:13]([CH3:15])([CH3:14])[CH3:16])[CH:9]=1)[CH3:3], predict the reactants needed to synthesize it. (4) The reactants are: Cl[C:2]1[CH:11]=[CH:10][C:9]2[C:4](=[CH:5][CH:6]=[C:7]([O:12][CH3:13])[CH:8]=2)[N:3]=1.[NH:14]1[CH2:20][CH2:19][CH2:18][NH:17][CH2:16][CH2:15]1.C(=O)(O)[O-].[Na+]. Given the product [NH:14]1[CH2:20][CH2:19][CH2:18][NH:17][CH2:16][CH:15]1[C:2]1[CH:11]=[CH:10][C:9]2[C:4](=[CH:5][CH:6]=[C:7]([O:12][CH3:13])[CH:8]=2)[N:3]=1, predict the reactants needed to synthesize it. (5) The reactants are: C([O:3][C:4]([C:6]1([C:9]2[CH:14]=[CH:13][C:12]([C:15]3[CH:20]=[CH:19][C:18]([C:21]4[S:22][C:23]([Cl:39])=[CH:24][C:25]=4[NH:26][C:27]([O:29][C@@H:30]([C:32]4[CH:37]=[CH:36][CH:35]=[CH:34][C:33]=4[F:38])[CH3:31])=[O:28])=[CH:17][CH:16]=3)=[CH:11][CH:10]=2)[CH2:8][CH2:7]1)=[O:5])C.[OH-].[Na+].Cl. Given the product [Cl:39][C:23]1[S:22][C:21]([C:18]2[CH:17]=[CH:16][C:15]([C:12]3[CH:11]=[CH:10][C:9]([C:6]4([C:4]([OH:5])=[O:3])[CH2:8][CH2:7]4)=[CH:14][CH:13]=3)=[CH:20][CH:19]=2)=[C:25]([NH:26][C:27]([O:29][C@@H:30]([C:32]2[CH:37]=[CH:36][CH:35]=[CH:34][C:33]=2[F:38])[CH3:31])=[O:28])[CH:24]=1, predict the reactants needed to synthesize it.